From a dataset of hERG potassium channel inhibition data for cardiac toxicity prediction from Karim et al.. Regression/Classification. Given a drug SMILES string, predict its toxicity properties. Task type varies by dataset: regression for continuous values (e.g., LD50, hERG inhibition percentage) or binary classification for toxic/non-toxic outcomes (e.g., AMES mutagenicity, cardiotoxicity, hepatotoxicity). Dataset: herg_karim. (1) The molecule is CCN(CCOc1ccc([N+](=O)[O-])cc1)CCc1ccc([N+](=O)[O-])cc1. The result is 1 (blocker). (2) The molecule is COC1COCCC1N[C@@H]1C[C@H]2CN(C(=O)NCc3ccccc3)C[C@@]2(C(=O)N2CCc3ncc(C(F)(F)F)cc3C2)C1. The result is 0 (non-blocker).